Task: Predict the reactants needed to synthesize the given product.. Dataset: Full USPTO retrosynthesis dataset with 1.9M reactions from patents (1976-2016) Given the product [F:27][C:24]1[CH:25]=[CH:26][C:21]([CH:8]([C:5]2[CH:4]=[CH:3][C:2]([C:35]3[CH:36]=[CH:37][C:32]([C:29]([OH:31])=[O:30])=[CH:33][CH:34]=3)=[CH:7][CH:6]=2)[CH2:9]/[C:10](=[N:11]\[OH:12])/[C:13]2[CH:14]=[CH:15][C:16](=[O:20])[N:17]([CH3:19])[CH:18]=2)=[C:22]([CH3:28])[CH:23]=1, predict the reactants needed to synthesize it. The reactants are: Br[C:2]1[CH:7]=[CH:6][C:5]([CH:8]([C:21]2[CH:26]=[CH:25][C:24]([F:27])=[CH:23][C:22]=2[CH3:28])[CH2:9]/[C:10](/[C:13]2[CH:14]=[CH:15][C:16](=[O:20])[N:17]([CH3:19])[CH:18]=2)=[N:11]\[OH:12])=[CH:4][CH:3]=1.[C:29]([C:32]1[CH:37]=[CH:36][C:35](B(O)O)=[CH:34][CH:33]=1)([OH:31])=[O:30].O.C(=O)([O-])[O-].[Na+].[Na+].